Dataset: Forward reaction prediction with 1.9M reactions from USPTO patents (1976-2016). Task: Predict the product of the given reaction. (1) The product is: [F:31][C:11]1[CH:12]=[C:13]([O:17][C@H:18]2[CH2:22][C@H:21]([O:23][CH3:24])[CH2:20][C@@H:19]2[C:25]2[N:29]([CH3:30])[N:28]=[CH:27][CH:26]=2)[C:14]([F:16])=[CH:15][C:10]=1[S:7]([NH:6][C:32]1[CH:37]=[CH:36][N:35]=[CH:34][N:33]=1)(=[O:8])=[O:9]. Given the reactants COC1C=C(OC)C=CC=1C[N:6]([C:32]1[CH:37]=[CH:36][N:35]=[CH:34][N:33]=1)[S:7]([C:10]1[CH:15]=[C:14]([F:16])[C:13]([O:17][C@H:18]2[CH2:22][C@H:21]([O:23][CH3:24])[CH2:20][C@@H:19]2[C:25]2[N:29]([CH3:30])[N:28]=[CH:27][CH:26]=2)=[CH:12][C:11]=1[F:31])(=[O:9])=[O:8].C([SiH](CC)CC)C.FC(F)(F)C(O)=O, predict the reaction product. (2) Given the reactants [Cl:1][C:2]1[CH:7]=[CH:6][CH:5]=[CH:4][C:3]=1[S:8]([NH:11][C:12]1[C:17]([C:18]2[CH:23]=[CH:22][C:21]([CH2:24]Cl)=[CH:20][CH:19]=2)=[N:16][CH:15]=[CH:14][N:13]=1)(=[O:10])=[O:9].[OH:26][C:27]1[CH:36]=[CH:35][C:34]2[C:29](=[CH:30][CH:31]=[CH:32][CH:33]=2)[CH:28]=1, predict the reaction product. The product is: [Cl:1][C:2]1[CH:7]=[CH:6][CH:5]=[CH:4][C:3]=1[S:8]([NH:11][C:12]1[C:17]([C:18]2[CH:19]=[CH:20][C:21]([CH2:24][O:26][C:27]3[CH:36]=[CH:35][C:34]4[C:29](=[CH:30][CH:31]=[CH:32][CH:33]=4)[CH:28]=3)=[CH:22][CH:23]=2)=[N:16][CH:15]=[CH:14][N:13]=1)(=[O:9])=[O:10]. (3) Given the reactants [CH2:1]([O:8][CH2:9][N:10]1[C:18]2[C:17]([NH2:19])=[N:16][C:15]([CH2:20][CH2:21][CH2:22][CH3:23])=[N:14][C:13]=2[C:12]([C:24]#[C:25][CH2:26][CH:27]2[CH2:32][CH2:31][NH:30][CH2:29][CH2:28]2)=[CH:11]1)[C:2]1[CH:7]=[CH:6][CH:5]=[CH:4][CH:3]=1.C(N(CC)CC)C.I[CH:41]([CH3:43])[CH3:42], predict the reaction product. The product is: [CH2:1]([O:8][CH2:9][N:10]1[C:18]2[C:17]([NH2:19])=[N:16][C:15]([CH2:20][CH2:21][CH2:22][CH3:23])=[N:14][C:13]=2[C:12]([C:24]#[C:25][CH2:26][CH:27]2[CH2:28][CH2:29][N:30]([CH:41]([CH3:43])[CH3:42])[CH2:31][CH2:32]2)=[CH:11]1)[C:2]1[CH:3]=[CH:4][CH:5]=[CH:6][CH:7]=1. (4) Given the reactants [Cl:1][C:2]1[N:7]=[CH:6][N:5]=[C:4]([C:8](Cl)=[O:9])[CH:3]=1.[CH3:11][C:12]1[C:17]2[NH:18][C:19](=[O:21])[S:20][C:16]=2[CH:15]=[CH:14][CH:13]=1.[Cl-].[Cl-].[Cl-].[Al+3], predict the reaction product. The product is: [Cl:1][C:2]1[N:7]=[CH:6][N:5]=[C:4]([C:8]([C:14]2[CH:13]=[C:12]([CH3:11])[C:17]3[NH:18][C:19](=[O:21])[S:20][C:16]=3[CH:15]=2)=[O:9])[CH:3]=1. (5) Given the reactants [CH2:1]([N:3]1[CH2:9][CH2:8][C:7]2[C:10]([NH2:16])=[CH:11][CH:12]=[C:13]([O:14][CH3:15])[C:6]=2[CH2:5][CH2:4]1)[CH3:2].Cl[C:18]1[N:23]=[C:22]([NH:24][C:25]2[CH:34]=[CH:33][CH:32]=[CH:31][C:26]=2[C:27]([NH:29][CH3:30])=[O:28])[C:21]([Cl:35])=[CH:20][N:19]=1.C12(CS(O)(=O)=O)C(C)(C)C(CC1)CC2=O.[Na], predict the reaction product. The product is: [Cl:35][C:21]1[C:22]([NH:24][C:25]2[CH:34]=[CH:33][CH:32]=[CH:31][C:26]=2[C:27]([NH:29][CH3:30])=[O:28])=[N:23][C:18]([NH:16][C:10]2[C:7]3[CH2:8][CH2:9][N:3]([CH2:1][CH3:2])[CH2:4][CH2:5][C:6]=3[C:13]([O:14][CH3:15])=[CH:12][CH:11]=2)=[N:19][CH:20]=1. (6) The product is: [Cl:16][C:5]1[C:6]([C:8]2[CH:15]=[CH:14][C:11]([C:12]#[N:13])=[CH:10][CH:9]=2)=[N:7][C:2]([NH:17][CH2:18][C@H:19]2[CH2:23][CH2:22][N:21]([C:24]([O:26][C:27]([CH3:30])([CH3:29])[CH3:28])=[O:25])[CH2:20]2)=[N:3][CH:4]=1. Given the reactants Cl[C:2]1[N:7]=[C:6]([C:8]2[CH:15]=[CH:14][C:11]([C:12]#[N:13])=[CH:10][CH:9]=2)[C:5]([Cl:16])=[CH:4][N:3]=1.[NH2:17][CH2:18][C@@H:19]1[CH2:23][CH2:22][N:21]([C:24]([O:26][C:27]([CH3:30])([CH3:29])[CH3:28])=[O:25])[CH2:20]1.CCN(C(C)C)C(C)C, predict the reaction product.